Dataset: Full USPTO retrosynthesis dataset with 1.9M reactions from patents (1976-2016). Task: Predict the reactants needed to synthesize the given product. (1) Given the product [CH:32]([O:1][C:2]1[CH:7]=[CH:6][C:5]([CH2:8][C:9]([N:11]2[CH2:12][CH2:13][N:14]([C:17]3[N:24]=[CH:23][CH:22]=[CH:21][C:18]=3[C:19]#[N:20])[CH2:15][CH2:16]2)=[O:10])=[CH:4][CH:3]=1)([CH3:34])[CH3:33], predict the reactants needed to synthesize it. The reactants are: [OH:1][C:2]1[CH:7]=[CH:6][C:5]([CH2:8][C:9]([N:11]2[CH2:16][CH2:15][N:14]([C:17]3[N:24]=[CH:23][CH:22]=[CH:21][C:18]=3[C:19]#[N:20])[CH2:13][CH2:12]2)=[O:10])=[CH:4][CH:3]=1.C(=O)([O-])[O-].[K+].[K+].Br[CH:32]([CH3:34])[CH3:33]. (2) Given the product [CH3:1][O:2][C:3](=[O:10])[CH2:4][C@@H:5]([CH3:9])[C:6]([O:8][C:15]([CH3:18])([CH3:17])[CH3:16])=[O:7], predict the reactants needed to synthesize it. The reactants are: [CH3:1][O:2][C:3](=[O:10])[CH2:4][C@@H:5]([CH3:9])[C:6]([OH:8])=[O:7].O(C(O[C:15]([CH3:18])([CH3:17])[CH3:16])=O)C(O[C:15]([CH3:18])([CH3:17])[CH3:16])=O. (3) Given the product [CH2:1]([O:3][C:4](=[O:18])[CH:5]([O:15][CH2:16][CH3:17])[CH2:6][C:7]1[CH:12]=[CH:11][C:10]([O:13][CH2:34][C:32]2[N:33]=[C:29]([C:26]3[CH:27]=[CH:28][C:23]([C:19]([CH3:22])([CH3:21])[CH3:20])=[CH:24][CH:25]=3)[S:30][CH:31]=2)=[C:9]([F:14])[CH:8]=1)[CH3:2], predict the reactants needed to synthesize it. The reactants are: [CH2:1]([O:3][C:4](=[O:18])[CH:5]([O:15][CH2:16][CH3:17])[CH2:6][C:7]1[CH:12]=[CH:11][C:10]([OH:13])=[C:9]([F:14])[CH:8]=1)[CH3:2].[C:19]([C:23]1[CH:28]=[CH:27][C:26]([C:29]2[S:30][CH:31]=[C:32]([CH2:34]Cl)[N:33]=2)=[CH:25][CH:24]=1)([CH3:22])([CH3:21])[CH3:20].C(=O)([O-])[O-].[Cs+].[Cs+]. (4) Given the product [N:4]1([CH2:1][CH2:2][CH2:3][C:11]2[CH:12]=[C:13]([NH:21][C:22](=[O:24])[CH3:23])[CH:14]=[C:15]([C:17]([F:18])([F:19])[F:20])[CH:16]=2)[CH2:9][CH2:8][O:7][CH2:6][CH2:5]1, predict the reactants needed to synthesize it. The reactants are: [CH2:1]([N:4]1[CH2:9][CH2:8][O:7][CH2:6][CH2:5]1)[CH:2]=[CH2:3].Br[C:11]1[CH:12]=[C:13]([NH:21][C:22](=[O:24])[CH3:23])[CH:14]=[C:15]([C:17]([F:20])([F:19])[F:18])[CH:16]=1.N1(CCCC2C=C(NC(=O)C)C=C(C(F)(F)F)C=2)CCCCC1. (5) The reactants are: C(N(C(C)C)CC)(C)C.[Cl:10][C:11]1[CH:16]=[C:15](Cl)[C:14]([N+:18]([O-:20])=[O:19])=[CH:13][N:12]=1.Cl.[CH:22]1([CH:25]([NH2:27])[CH3:26])[CH2:24][CH2:23]1. Given the product [Cl:10][C:11]1[CH:16]=[C:15]([NH:27][CH:25]([CH:22]2[CH2:24][CH2:23]2)[CH3:26])[C:14]([N+:18]([O-:20])=[O:19])=[CH:13][N:12]=1, predict the reactants needed to synthesize it. (6) Given the product [Cl:35][C:36]1[CH:41]=[CH:40][CH:39]=[CH:38][C:37]=1[C:42]1[C:48]2[CH:49]=[C:50]([O:58][CH3:59])[C:51]([O:53][CH2:54][CH2:55][O:56][CH3:57])=[CH:52][C:47]=2[N:46]=[C:45]2[NH:60][NH:61][C:62]([CH3:63])=[C:44]2[N:43]=1, predict the reactants needed to synthesize it. The reactants are: NC1C=C(OCCOC)C(OC)=CC=1C(C1C=CC=CC=1Cl)=O.NC1C(C)=NN(CC=C)C=1Cl.[Cl:35][C:36]1[CH:41]=[CH:40][CH:39]=[CH:38][C:37]=1[C:42]1[C:48]2[CH:49]=[C:50]([O:58][CH3:59])[C:51]([O:53][CH2:54][CH2:55][O:56][CH3:57])=[CH:52][C:47]=2[N:46]=[C:45]2[N:60](CC=C)[NH:61][C:62]([CH3:63])=[C:44]2[N:43]=1.[H-].C([Al+]CC(C)C)C(C)C.